This data is from Full USPTO retrosynthesis dataset with 1.9M reactions from patents (1976-2016). The task is: Predict the reactants needed to synthesize the given product. (1) Given the product [Cl:18][C:15]1[N:14]([CH2:19][CH2:20][C:21]2[CH:22]=[CH:23][CH:24]=[CH:25][CH:26]=2)[C:9]2=[C:10]([C:12]#[N:13])[N:11]=[C:6]([C:4]([NH:28][CH2:29][C:30]([OH:32])=[O:31])=[O:5])[C:7]([OH:27])=[C:8]2[C:16]=1[Cl:17], predict the reactants needed to synthesize it. The reactants are: C(O[C:4]([C:6]1[C:7]([OH:27])=[C:8]2[C:16]([Cl:17])=[C:15]([Cl:18])[N:14]([CH2:19][CH2:20][C:21]3[CH:26]=[CH:25][CH:24]=[CH:23][CH:22]=3)[C:9]2=[C:10]([C:12]#[N:13])[N:11]=1)=[O:5])C.[NH2:28][CH2:29][C:30]([OH:32])=[O:31].C[O-].[Na+].CO. (2) Given the product [F:39][C:13]1[C:12]([CH2:11][CH2:10][C:5]23[CH2:8][CH2:9][C:2]([NH:1][CH2:51][C:49]4[CH:48]=[CH:47][C:44]5[O:45][CH2:46][C:41](=[O:40])[NH:42][C:43]=5[N:50]=4)([CH2:7][CH2:6]2)[CH2:3][O:4]3)=[C:21]2[C:16]([CH:17]=[CH:18][C:19]([O:22][CH2:23][C@@H:24]3[C@@H:27]([NH:28][C:29](=[O:38])[O:30][CH2:31][C:32]4[CH:33]=[CH:34][CH:35]=[CH:36][CH:37]=4)[CH2:26][O:25]3)=[N:20]2)=[N:15][CH:14]=1, predict the reactants needed to synthesize it. The reactants are: [NH2:1][C:2]12[CH2:9][CH2:8][C:5]([CH2:10][CH2:11][C:12]3[C:13]([F:39])=[CH:14][N:15]=[C:16]4[C:21]=3[N:20]=[C:19]([O:22][CH2:23][C@@H:24]3[C@@H:27]([NH:28][C:29](=[O:38])[O:30][CH2:31][C:32]5[CH:37]=[CH:36][CH:35]=[CH:34][CH:33]=5)[CH2:26][O:25]3)[CH:18]=[CH:17]4)([CH2:6][CH2:7]1)[O:4][CH2:3]2.[O:40]=[C:41]1[CH2:46][O:45][C:44]2[CH:47]=[CH:48][C:49]([CH:51]=O)=[N:50][C:43]=2[NH:42]1. (3) Given the product [F:28][C:25]1[CH:26]=[CH:27][C:15]2[C:14]3[N:13]([CH:12]=[C:11]([CH:8]4[CH2:7][CH2:6][CH:5]([OH:4])[CH2:10][CH2:9]4)[N:35]=3)[C:22]3[CH:21]=[CH:20][NH:19][C:18](=[O:23])[C:17]=3[C:16]=2[CH:24]=1, predict the reactants needed to synthesize it. The reactants are: C([O:4][CH:5]1[CH2:10][CH2:9][CH:8]([C:11](=O)[CH2:12][N:13]2[C:22]3[CH:21]=[CH:20][NH:19][C:18](=[O:23])[C:17]=3[C:16]3[CH:24]=[C:25]([F:28])[CH:26]=[CH:27][C:15]=3[C:14]2=O)[CH2:7][CH2:6]1)(=O)C.C([O-])(=O)C.[NH4+:35]. (4) Given the product [NH2:39][C:25]1[C:24]([CH3:23])=[N:28][C:27]2([C:37]3[C:32](=[CH:33][CH:34]=[C:35]([NH:38][C:20](=[O:22])[C:17]4[CH:16]=[CH:15][C:14]([Cl:13])=[CH:19][N:18]=4)[CH:36]=3)[O:31][CH2:30][CH2:29]2)[N:26]=1, predict the reactants needed to synthesize it. The reactants are: Cl.CN(C)CCCN=C=NCC.[Cl:13][C:14]1[CH:15]=[CH:16][C:17]([C:20]([OH:22])=O)=[N:18][CH:19]=1.[CH3:23][C:24]1[C:25]([NH2:39])=[N:26][C:27]2([C:37]3[C:32](=[CH:33][CH:34]=[C:35]([NH2:38])[CH:36]=3)[O:31][CH2:30][CH2:29]2)[N:28]=1.Cl. (5) Given the product [CH2:1]([O:3][C:4]([C:6]1[N:7]([C@H:27]([CH3:29])[CH2:28][NH:24][C:22]([O:21][C:17]([CH3:20])([CH3:19])[CH3:18])=[O:23])[C:8]2[C:13]([CH:14]=1)=[CH:12][CH:11]=[C:10]([Cl:15])[C:9]=2[F:16])=[O:5])[CH3:2], predict the reactants needed to synthesize it. The reactants are: [CH2:1]([O:3][C:4]([C:6]1[NH:7][C:8]2[C:13]([CH:14]=1)=[CH:12][CH:11]=[C:10]([Cl:15])[C:9]=2[F:16])=[O:5])[CH3:2].[C:17]([O:21][C:22]([N:24]1[CH2:28][C@H:27]([CH3:29])OS1(=O)=O)=[O:23])([CH3:20])([CH3:19])[CH3:18]. (6) Given the product [NH4+:7].[OH-:37].[Cl:1][C:2]1[CH:3]=[C:4]2[C:8](=[CH:9][CH:10]=1)[N:7]([CH2:11][C:12]1[CH:13]=[CH:14][C:15]([C:16]3[N:27]=[N:28][NH:29][N:17]=3)=[CH:18][CH:19]=1)[C:6]([C:20]1[CH:21]=[N:22][CH:23]=[CH:24][CH:25]=1)=[C:5]2[CH3:26], predict the reactants needed to synthesize it. The reactants are: [Cl:1][C:2]1[CH:3]=[C:4]2[C:8](=[CH:9][CH:10]=1)[N:7]([CH2:11][C:12]1[CH:19]=[CH:18][C:15]([C:16]#[N:17])=[CH:14][CH:13]=1)[C:6]([C:20]1[CH:21]=[N:22][CH:23]=[CH:24][CH:25]=1)=[C:5]2[CH3:26].[N-:27]=[N+:28]=[N-:29].[Na+].[Cl-].[NH4+].CN(C=[O:37])C. (7) Given the product [N:15]12[CH2:23][CH2:22][CH:19]([CH2:20][CH2:21]1)[N:18]([C:10]([C:6]1[CH:5]=[C:4]3[C:9](=[CH:8][CH:7]=1)[NH:1][CH:2]=[CH:3]3)=[O:12])[CH2:17][CH2:16]2, predict the reactants needed to synthesize it. The reactants are: [NH:1]1[C:9]2[C:4](=[CH:5][C:6]([C:10]([OH:12])=O)=[CH:7][CH:8]=2)[CH:3]=[CH:2]1.Cl.Cl.[N:15]12[CH2:23][CH2:22][CH:19]([CH2:20][CH2:21]1)[NH:18][CH2:17][CH2:16]2.O.ON1C2C=CC=CC=2N=N1.F[B-](F)(F)F.N1(OC(N(C)C)=[N+](C)C)C2C=CC=CC=2N=N1.C(N(C(C)C)CC)(C)C.[OH-].[Na+].